From a dataset of Reaction yield outcomes from USPTO patents with 853,638 reactions. Predict the reaction yield, written as a fraction of the theoretical maximum amount of product (1.0 means a 100% yield; for example, 0.34 means a 34% yield). (1) The reactants are [CH2:1]([O:8][C:9]1[C:24]([O:25][CH3:26])=[CH:23][C:12]([C:13]([N:15]2[CH2:20][CH2:19][CH2:18][CH2:17][C@H:16]2[CH:21]=O)=[O:14])=[C:11]([N+:27]([O-])=O)[CH:10]=1)[C:2]1[CH:7]=[CH:6][CH:5]=[CH:4][CH:3]=1.C1COCC1.O.[O-]S(S([O-])=O)=O.[Na+].[Na+]. The catalyst is O1CCOCC1. The product is [CH2:1]([O:8][C:9]1[C:24]([O:25][CH3:26])=[CH:23][C:12]2[C:13](=[O:14])[N:15]3[CH2:20][CH2:19][CH2:18][CH2:17][C@H:16]3[CH:21]=[N:27][C:11]=2[CH:10]=1)[C:2]1[CH:3]=[CH:4][CH:5]=[CH:6][CH:7]=1. The yield is 0.720. (2) The reactants are [Br:1][C:2]1[N:3]=[C:4]2[C:9](Cl)=[C:8]([C:11]([NH2:13])=[O:12])[CH:7]=[N:6][N:5]2[CH:14]=1.[NH2:15][C@@H:16]1[CH2:21][CH2:20][N:19]([C:22]([O:24][C:25]([CH3:28])([CH3:27])[CH3:26])=[O:23])[CH2:18][C:17]1([CH3:30])[CH3:29].CCN(C(C)C)C(C)C. The catalyst is CN(C=O)C. The product is [Br:1][C:2]1[N:3]=[C:4]2[C:9]([NH:15][C@@H:16]3[CH2:21][CH2:20][N:19]([C:22]([O:24][C:25]([CH3:28])([CH3:27])[CH3:26])=[O:23])[CH2:18][C:17]3([CH3:30])[CH3:29])=[C:8]([C:11](=[O:12])[NH2:13])[CH:7]=[N:6][N:5]2[CH:14]=1. The yield is 0.880. (3) The catalyst is Cl. The reactants are [CH3:1][O:2][C:3]([C:5]1([C:8]2[CH:13]=[CH:12][C:11]([O:14][CH2:15][CH2:16][C:17]([O:19]C(C)(C)C)=[O:18])=[CH:10][CH:9]=2)[CH2:7][CH2:6]1)=[O:4]. The product is [CH3:1][O:2][C:3]([C:5]1([C:8]2[CH:13]=[CH:12][C:11]([O:14][CH2:15][CH2:16][C:17]([OH:19])=[O:18])=[CH:10][CH:9]=2)[CH2:7][CH2:6]1)=[O:4]. The yield is 0.960. (4) The catalyst is C1COCC1.C(OCC)(=O)C. The yield is 0.860. The product is [C:25]([C:21]1[CH:20]=[C:19]([NH:18][C:16](=[O:17])[C:15]2[CH:29]=[CH:30][CH:31]=[N:32][C:14]=2[CH2:1][C:2]([CH3:7])([CH3:6])[CH3:3])[CH:24]=[CH:23][CH:22]=1)([CH3:28])([CH3:27])[CH3:26]. The reactants are [CH3:1][C:2]([CH3:7])([CH3:6])[CH2:3][Mg]Cl.[Cu](C#N)C#N.Br[C:14]1[N:32]=[CH:31][CH:30]=[CH:29][C:15]=1[C:16]([NH:18][C:19]1[CH:24]=[CH:23][CH:22]=[C:21]([C:25]([CH3:28])([CH3:27])[CH3:26])[CH:20]=1)=[O:17].[Cl-].[NH4+]. (5) The reactants are [CH2:1]([O:8][C@@H:9]1[C@@H:18]([O:19][CH2:20][C:21]2[CH:26]=[CH:25][CH:24]=[CH:23][CH:22]=2)[C@H:17]([CH3:27])[O:16][C@@H:11]([O:12]CC=C)[C@@H:10]1[O:28][C:29](=[O:35])[CH2:30][CH2:31][C:32]([CH3:34])=[O:33])[C:2]1[CH:7]=[CH:6][CH:5]=[CH:4][CH:3]=1.II. The catalyst is C1COCC1.C1COCC1.O. The product is [CH2:1]([O:8][C@@H:9]1[C@@H:18]([O:19][CH2:20][C:21]2[CH:26]=[CH:25][CH:24]=[CH:23][CH:22]=2)[C@H:17]([CH3:27])[O:16][C@@H:11]([OH:12])[C@@H:10]1[O:28][C:29](=[O:35])[CH2:30][CH2:31][C:32]([CH3:34])=[O:33])[C:2]1[CH:7]=[CH:6][CH:5]=[CH:4][CH:3]=1. The yield is 0.930. (6) The reactants are [Si]([O:8][CH2:9][CH2:10][C@@H:11]1[CH2:22][CH2:21][C:20]2[S:19][C:18]3[N:17]=[CH:16][N:15]=[C:14]([O:23][CH:24]4[CH2:29][CH2:28][CH:27]([N:30]([CH3:38])[C:31](=[O:37])[O:32][C:33]([CH3:36])([CH3:35])[CH3:34])[CH2:26][CH2:25]4)[C:13]=3[C:12]1=2)(C(C)(C)C)(C)C.[N+](CCCC)(CCCC)(CCCC)CCCC.[F-]. The catalyst is O1CCCC1. The product is [OH:8][CH2:9][CH2:10][C@@H:11]1[CH2:22][CH2:21][C:20]2[S:19][C:18]3[N:17]=[CH:16][N:15]=[C:14]([O:23][CH:24]4[CH2:25][CH2:26][CH:27]([N:30]([CH3:38])[C:31](=[O:37])[O:32][C:33]([CH3:34])([CH3:36])[CH3:35])[CH2:28][CH2:29]4)[C:13]=3[C:12]1=2. The yield is 0.970. (7) The reactants are C(Cl)(=O)C(Cl)=O.[Cl:7][C:8]1[CH:13]=[C:12]([CH2:14][OH:15])[CH:11]=[CH:10][N:9]=1.CS(C)=O.C(N(CC)CC)C.[NH4+].[Cl-]. The catalyst is ClCCl. The product is [Cl:7][C:8]1[CH:13]=[C:12]([CH:14]=[O:15])[CH:11]=[CH:10][N:9]=1. The yield is 0.760. (8) The reactants are [N+:1]([C:4]1[CH:5]=[CH:6][CH:7]=[C:8](N)[C:9]=1[C:10](O)=O)([O-:3])=[O:2].[CH3:14][C:15]([CH3:21])=[C:16]1C=[CH:19][CH:18]=[CH:17]1.C(ON=O)(C)(C)C. The catalyst is C(COC)OC. The product is [C:15](=[C:16]1[CH:10]2[C:9]3[C:8]([CH:17]1[CH:18]=[CH:19]2)=[CH:7][CH:6]=[CH:5][C:4]=3[N+:1]([O-:3])=[O:2])([CH3:21])[CH3:14]. The yield is 0.265.